Dataset: Catalyst prediction with 721,799 reactions and 888 catalyst types from USPTO. Task: Predict which catalyst facilitates the given reaction. Reactant: [F:1][C:2]1[CH:8]=[CH:7][CH:6]=[CH:5][C:3]=1[NH2:4].C([Li])CCC.[N+:14]([C:17]1[CH:24]=[CH:23][CH:22]=[CH:21][C:18]=1[CH2:19]Br)([O-:16])=[O:15]. Product: [F:1][C:2]1[CH:8]=[CH:7][CH:6]=[CH:5][C:3]=1[NH:4][CH2:19][C:18]1[CH:21]=[CH:22][CH:23]=[CH:24][C:17]=1[N+:14]([O-:16])=[O:15]. The catalyst class is: 305.